Dataset: Full USPTO retrosynthesis dataset with 1.9M reactions from patents (1976-2016). Task: Predict the reactants needed to synthesize the given product. Given the product [CH3:1][O:2][C:3](=[O:6])[CH2:4][S:5][S:5][CH2:4][C:3]([O:2][CH3:1])=[O:6], predict the reactants needed to synthesize it. The reactants are: [CH3:1][O:2][C:3](=[O:6])[CH2:4][SH:5].II.